This data is from Forward reaction prediction with 1.9M reactions from USPTO patents (1976-2016). The task is: Predict the product of the given reaction. (1) The product is: [O:13]1[CH2:18][CH2:17][CH2:16][CH2:15][CH:14]1[O:19][CH2:20][CH2:21][S:1]([C:4]1[CH:5]=[C:6]([CH:10]=[CH:11][CH:12]=1)[C:7]([OH:9])=[O:8])(=[O:3])=[O:2]. Given the reactants [S:1]([C:4]1[CH:5]=[C:6]([CH:10]=[CH:11][CH:12]=1)[C:7]([OH:9])=[O:8])([OH:3])=[O:2].[O:13]1[CH2:18][CH2:17][CH2:16][CH2:15][CH:14]1[O:19][CH2:20][CH2:21]I.[OH-].[Na+], predict the reaction product. (2) Given the reactants [C:1]([NH:10][CH2:11][C:12]1[CH:13]=[C:14]([C:18]2[CH:23]=[CH:22][C:21]([CH:24]=[CH:25][C:26]([OH:28])=[O:27])=[CH:20][CH:19]=2)[CH:15]=[CH:16][CH:17]=1)(=[O:9])[CH2:2][CH2:3][CH2:4][CH2:5][CH2:6][CH2:7][CH3:8], predict the reaction product. The product is: [C:1]([NH:10][CH2:11][C:12]1[CH:13]=[C:14]([C:18]2[CH:19]=[CH:20][C:21]([CH2:24][CH2:25][C:26]([OH:28])=[O:27])=[CH:22][CH:23]=2)[CH:15]=[CH:16][CH:17]=1)(=[O:9])[CH2:2][CH2:3][CH2:4][CH2:5][CH2:6][CH2:7][CH3:8].